Dataset: Forward reaction prediction with 1.9M reactions from USPTO patents (1976-2016). Task: Predict the product of the given reaction. (1) Given the reactants [ClH:1].[F:2][C:3]1[CH:22]=[C:21]([N:23]2[CH:27]=[N:26][N:25]=[N:24]2)[CH:20]=[CH:19][C:4]=1[O:5][CH2:6][C:7]1[CH:11]=[N:10][N:9]([CH:12]2[CH2:17][CH2:16][NH:15][CH:14]([CH3:18])[CH2:13]2)[N:8]=1.Cl[C:29]1[N:34]=[C:33](I)[N:32]=[CH:31][CH:30]=1, predict the reaction product. The product is: [Cl:1][C:30]1[CH:31]=[N:32][C:33]([N:15]2[CH2:16][CH2:17][CH:12]([N:9]3[N:8]=[C:7]([CH2:6][O:5][C:4]4[CH:19]=[CH:20][C:21]([N:23]5[CH:27]=[N:26][N:25]=[N:24]5)=[CH:22][C:3]=4[F:2])[CH:11]=[N:10]3)[CH2:13][CH:14]2[CH3:18])=[N:34][CH:29]=1. (2) Given the reactants [CH3:1][S:2]([OH:5])(=[O:4])=[O:3].[NH2:6][CH2:7][CH2:8][CH2:9][NH:10][CH:11]1[CH2:16][CH2:15][CH:14]([NH:17][CH2:18][CH2:19][CH2:20][NH2:21])[CH2:13][CH2:12]1.O.C, predict the reaction product. The product is: [OH2:3].[CH3:1][S:2]([OH:5])(=[O:4])=[O:3].[CH3:1][S:2]([OH:5])(=[O:4])=[O:3].[CH3:1][S:2]([OH:5])(=[O:4])=[O:3].[CH3:1][S:2]([OH:5])(=[O:4])=[O:3].[NH2:21][CH2:20][CH2:19][CH2:18][NH:17][CH:14]1[CH2:15][CH2:16][CH:11]([NH:10][CH2:9][CH2:8][CH2:7][NH2:6])[CH2:12][CH2:13]1. (3) Given the reactants [NH2:1][C:2]1[C:7]([C:8](OC)=[O:9])=[C:6]([O:12][CH3:13])[C:5]([O:14][CH3:15])=[C:4]([O:16][CH3:17])[CH:3]=1.C(O)(=O)C.[CH:22](N)=[NH:23], predict the reaction product. The product is: [CH3:13][O:12][C:6]1[C:5]([O:14][CH3:15])=[C:4]([O:16][CH3:17])[CH:3]=[C:2]2[C:7]=1[C:8](=[O:9])[N:23]=[CH:22][NH:1]2. (4) The product is: [F:20][C:21]1[CH:22]=[C:23]([CH:24]=[CH:25][CH:26]=1)[O:27][CH2:15][CH2:14][O:13][C:10]1[CH:9]=[CH:8][C:7]([CH2:6][C@H:5]([O:17][CH3:18])[C:4]([OH:3])=[O:19])=[CH:12][CH:11]=1. Given the reactants C([O:3][C:4](=[O:19])[C@@H:5]([O:17][CH3:18])[CH2:6][C:7]1[CH:12]=[CH:11][C:10]([O:13][CH2:14][CH2:15]Br)=[CH:9][CH:8]=1)C.[F:20][C:21]1[CH:22]=[C:23]([OH:27])[CH:24]=[CH:25][CH:26]=1.CO[C@@H](CC1C=CC(OCCCOC2C=CC=CC=2)=CC=1)C(O)=O, predict the reaction product. (5) Given the reactants CS[C:3]1[S:4][C:5]2[CH:11]=[CH:10][CH:9]=[CH:8][C:6]=2[N:7]=1.N1C(=O)NC(=O)N[C:13]1=O.Cl[O-].[Na+].[S:24]([O-:27])([O-])=[O:25].[Na+].[Na+], predict the reaction product. The product is: [CH3:13][S:24]([C:3]1[S:4][C:5]2[CH:11]=[CH:10][CH:9]=[CH:8][C:6]=2[N:7]=1)(=[O:27])=[O:25]. (6) Given the reactants [CH:1]([Mg]Br)=[CH2:2].C[Si](Cl)(C)C.[C:10]1([C@@H:16]2[N:20]3[C:21](=[O:24])[CH:22]=[CH:23][C@H:19]3[CH2:18][O:17]2)[CH:15]=[CH:14][CH:13]=[CH:12][CH:11]=1.[NH4+].[Cl-].[OH-].[NH4+], predict the reaction product. The product is: [C:10]1([C@@H:16]2[N:20]3[C:21](=[O:24])[CH2:22][C@H:23]([CH:1]=[CH2:2])[C@H:19]3[CH2:18][O:17]2)[CH:11]=[CH:12][CH:13]=[CH:14][CH:15]=1.